This data is from NCI-60 drug combinations with 297,098 pairs across 59 cell lines. The task is: Regression. Given two drug SMILES strings and cell line genomic features, predict the synergy score measuring deviation from expected non-interaction effect. (1) Drug 1: CCN(CC)CCNC(=O)C1=C(NC(=C1C)C=C2C3=C(C=CC(=C3)F)NC2=O)C. Drug 2: B(C(CC(C)C)NC(=O)C(CC1=CC=CC=C1)NC(=O)C2=NC=CN=C2)(O)O. Cell line: U251. Synergy scores: CSS=38.7, Synergy_ZIP=-2.26, Synergy_Bliss=-4.52, Synergy_Loewe=-10.0, Synergy_HSA=-3.24. (2) Drug 1: C1=CC(=CC=C1CCCC(=O)O)N(CCCl)CCCl. Drug 2: C1CCC(C(C1)N)N.C(=O)(C(=O)[O-])[O-].[Pt+4]. Cell line: SR. Synergy scores: CSS=59.1, Synergy_ZIP=-7.71, Synergy_Bliss=-14.6, Synergy_Loewe=-15.0, Synergy_HSA=-11.1. (3) Drug 1: CC12CCC3C(C1CCC2=O)CC(=C)C4=CC(=O)C=CC34C. Drug 2: C1CC(C1)(C(=O)O)C(=O)O.[NH2-].[NH2-].[Pt+2]. Cell line: U251. Synergy scores: CSS=78.7, Synergy_ZIP=-5.06, Synergy_Bliss=-3.50, Synergy_Loewe=-1.76, Synergy_HSA=-0.695.